This data is from Forward reaction prediction with 1.9M reactions from USPTO patents (1976-2016). The task is: Predict the product of the given reaction. (1) Given the reactants Br[C:2]1[CH:3]=[CH:4][C:5]2[N:9]=[C:8]([O:10][CH2:11][CH:12]3[CH2:16][O:15][C:14]([CH3:18])([CH3:17])[O:13]3)[N:7]([C:19]3[CH:24]=[CH:23][N:22]=[C:21]([NH2:25])[N:20]=3)[C:6]=2[CH:26]=1.[CH3:27][C:28]1[O:32][N:31]=[C:30]([C:33]([OH:37])([C:35]#[CH:36])[CH3:34])[CH:29]=1.C(N(CC)CC)C, predict the reaction product. The product is: [NH2:25][C:21]1[N:20]=[C:19]([N:7]2[C:6]3[CH:26]=[C:2]([C:36]#[C:35][C:33]([C:30]4[CH:29]=[C:28]([CH3:27])[O:32][N:31]=4)([OH:37])[CH3:34])[CH:3]=[CH:4][C:5]=3[N:9]=[C:8]2[O:10][CH2:11][CH:12]2[CH2:16][O:15][C:14]([CH3:18])([CH3:17])[O:13]2)[CH:24]=[CH:23][N:22]=1. (2) Given the reactants Cl[C:2]1[N:6]=[CH:5][N:4]([C:7]2[N:12]=[C:11]([CH3:13])[CH:10]=[C:9]([C:14]3[CH:19]=[CH:18][C:17]([C:20]([F:23])([F:22])[F:21])=[CH:16][CH:15]=3)[N:8]=2)[N:3]=1.[NH2:24][C:25]1[CH:30]=[CH:29][C:28](B2OC(C)(C)C(C)(C)O2)=[CH:27][N:26]=1, predict the reaction product. The product is: [CH3:13][C:11]1[CH:10]=[C:9]([C:14]2[CH:19]=[CH:18][C:17]([C:20]([F:23])([F:22])[F:21])=[CH:16][CH:15]=2)[N:8]=[C:7]([N:4]2[CH:5]=[N:6][C:2]([C:28]3[CH:29]=[CH:30][C:25]([NH2:24])=[N:26][CH:27]=3)=[N:3]2)[N:12]=1. (3) The product is: [CH3:23][N:24]([CH3:26])/[CH:25]=[CH:2]/[C:1]([C:4]1[S:8][C:7]([C:9]([NH:11][CH2:12][CH2:13][CH2:14][N:15]2[CH2:16][CH2:17][O:18][CH2:19][CH2:20]2)=[O:10])=[CH:6][CH:5]=1)=[O:3]. Given the reactants [C:1]([C:4]1[S:8][C:7]([C:9]([NH:11][CH2:12][CH2:13][CH2:14][N:15]2[CH2:20][CH2:19][O:18][CH2:17][CH2:16]2)=[O:10])=[CH:6][CH:5]=1)(=[O:3])[CH3:2].CO[CH:23](OC)[N:24]([CH3:26])[CH3:25], predict the reaction product. (4) Given the reactants Cl[C:2]1[CH:11]=[C:10]([C:12]#[N:13])[C:5]([C:6]([O:8][CH3:9])=[O:7])=[C:4]([NH:14][C:15]2[CH:16]=[C:17]([CH3:21])[CH:18]=[CH:19][CH:20]=2)[N:3]=1.CCN(C(C)C)C(C)C.[O:31]1[CH2:35][C@@H:34]([NH2:36])[C@@H:33]([NH2:37])[CH2:32]1, predict the reaction product. The product is: [NH2:36][C@H:34]1[CH2:35][O:31][CH2:32][C@H:33]1[NH:37][C:2]1[CH:11]=[C:10]([C:12]#[N:13])[C:5]([C:6]([O:8][CH3:9])=[O:7])=[C:4]([NH:14][C:15]2[CH:16]=[C:17]([CH3:21])[CH:18]=[CH:19][CH:20]=2)[N:3]=1. (5) Given the reactants [CH3:1][C:2]1[C:11](Br)=[C:10]([C:13]2[C:22]3[C:17](=[CH:18][CH:19]=[CH:20][CH:21]=3)[CH:16]=[CH:15][C:14]=2Br)[C:9]2[C:4](=[CH:5][CH:6]=[CH:7][CH:8]=2)[CH:3]=1.[Li+].[Cl-:25].[ClH:26], predict the reaction product. The product is: [CH3:1][C:2]1[C:11]([Cl:25])=[C:10]([C:13]2[C:22]3[C:17](=[CH:18][CH:19]=[CH:20][CH:21]=3)[CH:16]=[CH:15][C:14]=2[Cl:26])[C:9]2[C:4](=[CH:5][CH:6]=[CH:7][CH:8]=2)[CH:3]=1.